From a dataset of NCI-60 drug combinations with 297,098 pairs across 59 cell lines. Regression. Given two drug SMILES strings and cell line genomic features, predict the synergy score measuring deviation from expected non-interaction effect. (1) Drug 1: CN1C2=C(C=C(C=C2)N(CCCl)CCCl)N=C1CCCC(=O)O.Cl. Drug 2: C1CCC(C(C1)N)N.C(=O)(C(=O)[O-])[O-].[Pt+4]. Cell line: SR. Synergy scores: CSS=47.0, Synergy_ZIP=-5.40, Synergy_Bliss=-7.32, Synergy_Loewe=-15.4, Synergy_HSA=-3.34. (2) Drug 1: CC1=C2C(C(=O)C3(C(CC4C(C3C(C(C2(C)C)(CC1OC(=O)C(C(C5=CC=CC=C5)NC(=O)OC(C)(C)C)O)O)OC(=O)C6=CC=CC=C6)(CO4)OC(=O)C)OC)C)OC. Drug 2: CC(CN1CC(=O)NC(=O)C1)N2CC(=O)NC(=O)C2. Cell line: SK-MEL-28. Synergy scores: CSS=32.4, Synergy_ZIP=-2.22, Synergy_Bliss=-3.90, Synergy_Loewe=-6.74, Synergy_HSA=-0.413. (3) Drug 1: CCC1=C2CN3C(=CC4=C(C3=O)COC(=O)C4(CC)O)C2=NC5=C1C=C(C=C5)O. Drug 2: CCC1(CC2CC(C3=C(CCN(C2)C1)C4=CC=CC=C4N3)(C5=C(C=C6C(=C5)C78CCN9C7C(C=CC9)(C(C(C8N6C)(C(=O)OC)O)OC(=O)C)CC)OC)C(=O)OC)O.OS(=O)(=O)O. Cell line: MDA-MB-435. Synergy scores: CSS=15.9, Synergy_ZIP=-6.94, Synergy_Bliss=-7.64, Synergy_Loewe=-7.93, Synergy_HSA=-6.42.